This data is from Reaction yield outcomes from USPTO patents with 853,638 reactions. The task is: Predict the reaction yield, written as a fraction of the theoretical maximum amount of product (1.0 means a 100% yield; for example, 0.34 means a 34% yield). The yield is 0.0500. The product is [Cl:26][C:18]1[CH:17]=[C:16]([C:14]2[N:13]=[CH:12][N:11]=[C:10]([CH:9]3[NH:1][CH:2]([C:3]([O:5][CH3:6])=[O:4])[CH2:7][CH2:8]3)[CH:15]=2)[CH:21]=[CH:20][C:19]=1[O:22][CH:23]1[CH2:25][CH2:24]1. The catalyst is CO.[O-]S(C(F)(F)F)(=O)=O.[Ag+]. The reactants are [NH2:1][C@@H:2]([CH2:7][C:8]#[C:9][C:10]1[CH:15]=[C:14]([C:16]2[CH:21]=[CH:20][C:19]([O:22][CH:23]3[CH2:25][CH2:24]3)=[C:18]([Cl:26])[CH:17]=2)[N:13]=[CH:12][N:11]=1)[C:3]([O:5][CH3:6])=[O:4].[BH4-].[Na+].